This data is from Forward reaction prediction with 1.9M reactions from USPTO patents (1976-2016). The task is: Predict the product of the given reaction. Given the reactants [C:1]([NH:4][CH2:5][CH2:6][CH:7]=[C:8]([C@@H:23]1[CH2:28][CH2:27][CH2:26][N:25]([C:29]([O:31][C:32]([CH3:35])([CH3:34])[CH3:33])=[O:30])[CH2:24]1)[C:9]1[CH:10]=[C:11]([C:16]2[CH:21]=[CH:20][CH:19]=[C:18]([CH3:22])[CH:17]=2)[C:12]([F:15])=[CH:13][CH:14]=1)(=[O:3])[CH3:2], predict the reaction product. The product is: [C:1]([NH:4][CH2:5][CH2:6][CH2:7][C@H:8]([C@@H:23]1[CH2:28][CH2:27][CH2:26][N:25]([C:29]([O:31][C:32]([CH3:35])([CH3:34])[CH3:33])=[O:30])[CH2:24]1)[C:9]1[CH:10]=[C:11]([C:16]2[CH:21]=[CH:20][CH:19]=[C:18]([CH3:22])[CH:17]=2)[C:12]([F:15])=[CH:13][CH:14]=1)(=[O:3])[CH3:2].